Dataset: Full USPTO retrosynthesis dataset with 1.9M reactions from patents (1976-2016). Task: Predict the reactants needed to synthesize the given product. Given the product [CH3:7][O:8][C:9](=[O:20])[CH2:10][CH2:11][CH2:12][CH2:13][CH2:14][CH2:15][CH2:16][C:17]([O:19][CH:23]([O:22][C:21]([O:26][CH2:27][CH3:28])=[O:29])[CH3:24])=[O:18], predict the reactants needed to synthesize it. The reactants are: C([O-])([O-])=O.[Cs+].[Cs+].[CH3:7][O:8][C:9](=[O:20])[CH2:10][CH2:11][CH2:12][CH2:13][CH2:14][CH2:15][CH2:16][C:17]([OH:19])=[O:18].[C:21](=[O:29])([O:26][CH2:27][CH3:28])[O:22][CH:23](Cl)[CH3:24].